Task: Predict which catalyst facilitates the given reaction.. Dataset: Catalyst prediction with 721,799 reactions and 888 catalyst types from USPTO (1) Reactant: [CH3:1][S:2]([C:5]1[O:9][C:8](/[C:10](=[N:13]/[S@@:14]([C:16]([CH3:19])([CH3:18])[CH3:17])=[O:15])/[CH2:11][CH3:12])=[CH:7][CH:6]=1)(=[O:4])=[O:3].CCC(C)[BH-](C(C)CC)C(C)CC.[Li+]. Product: [CH3:1][S:2]([C:5]1[O:9][C:8]([C@@H:10]([NH:13][S@@:14]([C:16]([CH3:17])([CH3:19])[CH3:18])=[O:15])[CH2:11][CH3:12])=[CH:7][CH:6]=1)(=[O:3])=[O:4]. The catalyst class is: 1. (2) Reactant: [CH3:1][C:2]1[CH:7]=[C:6]([CH3:8])[CH:5]=[C:4]([CH3:9])[C:3]=1[SH:10].Br[CH2:12][C:13]([O:15][CH3:16])=[O:14].C(=O)([O-])[O-].[K+].[K+]. Product: [C:2]1([CH3:1])[CH:7]=[C:6]([CH3:8])[CH:5]=[C:4]([CH3:9])[C:3]=1[S:10][CH2:12][C:13]([O:15][CH3:16])=[O:14]. The catalyst class is: 10. (3) Reactant: [Br:1][CH2:2][C:3](Br)=[O:4].[C:6]([N:10]([CH3:34])[C:11]([C:13]1[N:17]2[CH2:18][CH2:19][C:20]3[C:25]([C:16]2=[C:15]([C:29]2[S:30][CH:31]=[CH:32][CH:33]=2)[CH:14]=1)=[CH:24][C:23]([NH2:26])=[C:22]([O:27][CH3:28])[CH:21]=3)=[O:12])([CH3:9])([CH3:8])[CH3:7].CCN(C(C)C)C(C)C. Product: [C:6]([N:10]([CH3:34])[C:11]([C:13]1[N:17]2[CH2:18][CH2:19][CH:20]3[CH:25]([C:16]2=[C:15]([C:29]2[S:30][CH:31]=[CH:32][CH:33]=2)[CH:14]=1)[CH:24]=[C:23]([NH:26][C:3](=[O:4])[CH2:2][Br:1])[C:22]([O:27][CH3:28])=[CH:21]3)=[O:12])([CH3:8])([CH3:9])[CH3:7]. The catalyst class is: 4. (4) Reactant: Cl.[F:2][CH:3]1[CH2:8][CH2:7][NH:6][CH2:5][CH2:4]1.Br[CH2:10][CH2:11][CH2:12][CH2:13][N:14]1C(=O)C2C(=CC=CC=2)C1=O.C(N(CC)CC)C. Product: [F:2][CH:3]1[CH2:8][CH2:7][N:6]([CH2:10][CH2:11][CH2:12][CH2:13][NH2:14])[CH2:5][CH2:4]1. The catalyst class is: 8. (5) Reactant: [Br:1][C:2]1[CH:3]=[N:4][N:5]([C@@H:7]([CH3:21])[C@@H:8]([N:10]2C(=O)C3C(=CC=CC=3)C2=O)[CH3:9])[CH:6]=1.O.NN. Product: [Br:1][C:2]1[CH:3]=[N:4][N:5]([C@@H:7]([CH3:21])[C@@H:8]([NH2:10])[CH3:9])[CH:6]=1. The catalyst class is: 5. (6) Reactant: Br[C:2]1[C:11]2[C:6](=[CH:7][CH:8]=[CH:9][CH:10]=2)[C:5]([Br:12])=[CH:4][CH:3]=1.[Cu](C#N)[C:14]#[N:15]. Product: [Br:12][C:5]1[C:6]2[C:11](=[CH:10][CH:9]=[CH:8][CH:7]=2)[C:2]([C:14]#[N:15])=[CH:3][CH:4]=1. The catalyst class is: 3. (7) Reactant: [C:1]([C:5]1[CH:9]=[C:8]([NH:10][C:11]([NH:13][C:14]2[C:23]3[C:18](=[CH:19][CH:20]=[CH:21][CH:22]=3)[C:17]([O:24][C:25]3[CH:30]=[CH:29][N:28]=[C:27](Cl)[N:26]=3)=[CH:16][CH:15]=2)=[O:12])[N:7]([C:32]2[CH:37]=[CH:36][C:35]([CH3:38])=[CH:34][CH:33]=2)[N:6]=1)([CH3:4])([CH3:3])[CH3:2].[C:39]([C:41]1[CH:42]=[C:43]([CH:45]=[C:46]([O:48][CH2:49][CH2:50][O:51][CH2:52][CH2:53][O:54][CH2:55][CH2:56][O:57][CH3:58])[CH:47]=1)[NH2:44])#[CH:40].C([O-])(O)=O.[Na+]. Product: [C:1]([C:5]1[CH:9]=[C:8]([NH:10][C:11]([NH:13][C:14]2[C:23]3[C:18](=[CH:19][CH:20]=[CH:21][CH:22]=3)[C:17]([O:24][C:25]3[CH:30]=[CH:29][N:28]=[C:27]([NH:44][C:43]4[CH:45]=[C:46]([O:48][CH2:49][CH2:50][O:51][CH2:52][CH2:53][O:54][CH2:55][CH2:56][O:57][CH3:58])[CH:47]=[C:41]([C:39]#[CH:40])[CH:42]=4)[N:26]=3)=[CH:16][CH:15]=2)=[O:12])[N:7]([C:32]2[CH:37]=[CH:36][C:35]([CH3:38])=[CH:34][CH:33]=2)[N:6]=1)([CH3:4])([CH3:3])[CH3:2]. The catalyst class is: 3.